Dataset: Tyrosyl-DNA phosphodiesterase HTS with 341,365 compounds. Task: Binary Classification. Given a drug SMILES string, predict its activity (active/inactive) in a high-throughput screening assay against a specified biological target. The drug is O1CCN(C2=C(N3CCN(CC3)C(OCC)=O)C(=O)C2=O)CC1. The result is 0 (inactive).